The task is: Predict the reactants needed to synthesize the given product.. This data is from Full USPTO retrosynthesis dataset with 1.9M reactions from patents (1976-2016). The reactants are: NC1N2C=C(C)N=C2C(C(NCC2CCN(CC(C)C)CC2)=O)=CC=1Cl.[NH2:27][C:28]1[N:33]2[CH:34]=[C:35]([CH2:37]C)[N:36]=[C:32]2[C:31]([C:39]([NH:41][CH2:42][CH:43]2[CH2:48][CH2:47][N:46]([CH2:49][C:50]([O:53][CH3:54])([CH3:52])[CH3:51])[CH2:45][CH2:44]2)=[O:40])=[CH:30][C:29]=1[Cl:55]. Given the product [NH2:27][C:28]1[N:33]2[CH:34]=[C:35]([CH3:37])[N:36]=[C:32]2[C:31]([C:39]([NH:41][CH2:42][CH:43]2[CH2:44][CH2:45][N:46]([CH2:49][C:50]([O:53][CH3:54])([CH3:51])[CH3:52])[CH2:47][CH2:48]2)=[O:40])=[CH:30][C:29]=1[Cl:55], predict the reactants needed to synthesize it.